This data is from Forward reaction prediction with 1.9M reactions from USPTO patents (1976-2016). The task is: Predict the product of the given reaction. (1) Given the reactants Br[C:2]1[CH:3]=[C:4]2[C:9](=[CH:10][CH:11]=1)[C:8]([C:12]([F:15])([F:14])[F:13])=[C:7]([O:16][C@H:17]1[CH2:22][CH2:21][C@@H:20]([CH3:23])[CH2:19][CH2:18]1)[CH:6]=[CH:5]2.C([Li])CCC.CCCCCC.[B:35](OC(C)C)([O:40]C(C)C)[O:36]C(C)C, predict the reaction product. The product is: [CH3:23][C@@H:20]1[CH2:21][CH2:22][C@H:17]([O:16][C:7]2[C:8]([C:12]([F:15])([F:14])[F:13])=[C:9]3[C:4](=[CH:5][CH:6]=2)[CH:3]=[C:2]([B:35]([OH:40])[OH:36])[CH:11]=[CH:10]3)[CH2:18][CH2:19]1. (2) The product is: [CH3:17][C:3]1[CH:4]=[C:5]([O:9][CH2:10][CH2:11][CH2:12][S:13]([CH3:16])(=[O:15])=[O:14])[CH:6]=[C:7]([CH3:8])[C:2]=1[C:24]1[CH:23]=[CH:22][CH:21]=[C:20]([CH:18]=[O:19])[CH:25]=1. Given the reactants Br[C:2]1[C:7]([CH3:8])=[CH:6][C:5]([O:9][CH2:10][CH2:11][CH2:12][S:13]([CH3:16])(=[O:15])=[O:14])=[CH:4][C:3]=1[CH3:17].[CH:18]([C:20]1[CH:21]=[C:22](B(O)O)[CH:23]=[CH:24][CH:25]=1)=[O:19].P([O-])([O-])([O-])=O.[K+].[K+].[K+].C1C=CC(P(C2C(C3C(P(C4C=CC=CC=4)C4C=CC=CC=4)=CC=C4C=3C=CC=C4)=C3C(C=CC=C3)=CC=2)C2C=CC=CC=2)=CC=1, predict the reaction product. (3) Given the reactants [OH:1][C:2]1[CH:7]=[CH:6][C:5]([C:8]2[CH:13]=[CH:12][CH:11]=[CH:10][CH:9]=2)=[CH:4][CH:3]=1.[CH3:14][N:15]([C:19]1[CH:24]=[CH:23][CH:22]=[CH:21][CH:20]=1)[C:16](Cl)=[O:17], predict the reaction product. The product is: [C:5]1([C:8]2[CH:13]=[CH:12][CH:11]=[CH:10][CH:9]=2)[CH:4]=[CH:3][C:2]([O:1][C:16](=[O:17])[N:15]([CH3:14])[C:19]2[CH:24]=[CH:23][CH:22]=[CH:21][CH:20]=2)=[CH:7][CH:6]=1.